Dataset: Reaction yield outcomes from USPTO patents with 853,638 reactions. Task: Predict the reaction yield, written as a fraction of the theoretical maximum amount of product (1.0 means a 100% yield; for example, 0.34 means a 34% yield). (1) The reactants are [O:1]=[C:2]1[CH2:10][C:9]2[C:4](=[CH:5][CH:6]=[C:7]([CH:11]3[CH2:16][CH2:15][N:14](C(OC(C)(C)C)=O)[CH2:13][CH2:12]3)[CH:8]=2)[NH:3]1. The catalyst is C(O)(C(F)(F)F)=O. The product is [NH:14]1[CH2:13][CH2:12][CH:11]([C:7]2[CH:8]=[C:9]3[C:4](=[CH:5][CH:6]=2)[NH:3][C:2](=[O:1])[CH2:10]3)[CH2:16][CH2:15]1. The yield is 0.760. (2) The reactants are [NH2:1][N:2]1[CH:7]=[CH:6][CH:5]=[CH:4][C:3]1=[NH2+:8].CC1C=C(C)C=C(C)C=1S([O-])(=O)=O.[OH-].[Na+].[Cl:24][CH2:25][C:26](OC)=O. The catalyst is CCO. The product is [Cl:24][CH2:25][C:26]1[N:8]=[C:3]2[CH:4]=[CH:5][CH:6]=[CH:7][N:2]2[N:1]=1. The yield is 0.290. (3) The reactants are [NH2:1][C:2]1[C:11]([N+:12]([O-])=O)=[C:10]2[C:5]([C:6]([CH3:41])([CH3:40])[C:7](=[O:39])[N:8]([CH2:16][CH2:17][CH2:18][N:19]([CH2:27][CH2:28][C:29]3[CH:34]=[CH:33][C:32]([O:35][CH3:36])=[C:31]([O:37][CH3:38])[CH:30]=3)[C:20](=[O:26])[O:21][C:22]([CH3:25])([CH3:24])[CH3:23])[C:9]2=[O:15])=[CH:4][CH:3]=1. The catalyst is CCO.C1COCC1.[OH-].[OH-].[Pd+2]. The product is [NH2:1][C:2]1[C:11]([NH2:12])=[C:10]2[C:5]([C:6]([CH3:41])([CH3:40])[C:7](=[O:39])[N:8]([CH2:16][CH2:17][CH2:18][N:19]([CH2:27][CH2:28][C:29]3[CH:34]=[CH:33][C:32]([O:35][CH3:36])=[C:31]([O:37][CH3:38])[CH:30]=3)[C:20](=[O:26])[O:21][C:22]([CH3:23])([CH3:25])[CH3:24])[C:9]2=[O:15])=[CH:4][CH:3]=1. The yield is 0.830. (4) The reactants are [CH3:1][O:2][C:3]1[CH:4]=[C:5]([NH:17][C:18]([C:20]2[S:24][C:23]([C:25]3[CH:30]=[CH:29][C:28]([Cl:31])=[CH:27][CH:26]=3)=[N:22][C:21]=2[CH2:32][CH2:33]O)=[O:19])[CH:6]=[CH:7][C:8]=1[O:9][CH2:10][CH2:11][N:12]1[CH2:16][CH2:15][CH2:14][CH2:13]1.CC(OI1(OC(C)=O)(OC(C)=O)OC(=O)C2C=CC=CC1=2)=O. The catalyst is C(Cl)Cl.[OH-].[Na+]. The product is [Cl:31][C:28]1[CH:29]=[CH:30][C:25]([C:23]2[S:24][C:20]3[C:18](=[O:19])[N:17]([C:5]4[CH:6]=[CH:7][C:8]([O:9][CH2:10][CH2:11][N:12]5[CH2:13][CH2:14][CH2:15][CH2:16]5)=[C:3]([O:2][CH3:1])[CH:4]=4)[CH:33]=[CH:32][C:21]=3[N:22]=2)=[CH:26][CH:27]=1. The yield is 0.160. (5) The reactants are [NH2:1][C:2]1[C:3]([Cl:10])=[CH:4][C:5]([Cl:9])=[C:6]([OH:8])[CH:7]=1.[CH3:11][O:12][C:13]1[CH:20]=[CH:19][C:16]([CH2:17]Cl)=[CH:15][CH:14]=1. The catalyst is CN(C)C=O. The product is [Cl:10][C:3]1[CH:4]=[C:5]([Cl:9])[C:6]([O:8][CH2:17][C:16]2[CH:19]=[CH:20][C:13]([O:12][CH3:11])=[CH:14][CH:15]=2)=[CH:7][C:2]=1[NH2:1]. The yield is 0.460. (6) The reactants are [Br:1][C:2]1[CH:10]=[CH:9][C:8]([Cl:11])=[CH:7][C:3]=1[C:4]([OH:6])=O.C(Cl)(=O)C(Cl)=O.C(N(CC)CC)C.[NH2:25][C:26]([CH3:30])([CH3:29])[CH2:27]O.Cl.S(Cl)(Cl)=O.C(=O)(O)[O-].[Na+].[OH-].[Na+]. The catalyst is C(Cl)Cl.CN(C)C=O. The product is [Br:1][C:2]1[CH:10]=[CH:9][C:8]([Cl:11])=[CH:7][C:3]=1[C:4]1[O:6][CH2:27][C:26]([CH3:30])([CH3:29])[N:25]=1. The yield is 0.620.